This data is from Catalyst prediction with 721,799 reactions and 888 catalyst types from USPTO. The task is: Predict which catalyst facilitates the given reaction. (1) Reactant: [NH2:1][C:2]1[N:3]=[C:4](O)[C:5]2[CH2:12][CH2:11][O:10][C:9]3[CH:13]=[CH:14][C:15]([Cl:17])=[CH:16][C:8]=3[C:6]=2[N:7]=1.O=P(Cl)(Cl)[Cl:21].C(N(CC)CC)C.Cl. Product: [Cl:21][C:4]1[C:5]2[CH2:12][CH2:11][O:10][C:9]3[CH:13]=[CH:14][C:15]([Cl:17])=[CH:16][C:8]=3[C:6]=2[N:7]=[C:2]([NH2:1])[N:3]=1. The catalyst class is: 22. (2) Reactant: [CH2:1]([N:5]([C:15]1[S:16][C:17]([C:20]2[CH:21]=[N:22][C:23]([O:26]C)=[CH:24][CH:25]=2)=[N:18][N:19]=1)[C:6](=[O:14])[C:7]1[CH:12]=[CH:11][CH:10]=[CH:9][C:8]=1[F:13])[CH2:2][CH2:3][CH3:4].[I-].[Na+].C[Si](Cl)(C)C. Product: [CH2:1]([N:5]([C:15]1[S:16][C:17]([C:20]2[CH:25]=[CH:24][C:23](=[O:26])[NH:22][CH:21]=2)=[N:18][N:19]=1)[C:6](=[O:14])[C:7]1[CH:12]=[CH:11][CH:10]=[CH:9][C:8]=1[F:13])[CH2:2][CH2:3][CH3:4]. The catalyst class is: 10. (3) Reactant: [CH3:1][N:2]([CH2:13][C@@H:14]([NH:23]C(=O)OC(C)(C)C)[CH2:15][CH:16]1[CH2:21][CH2:20][C:19](=[O:22])[CH2:18][CH2:17]1)[C:3]([O:5][CH2:6][C:7]1[CH:12]=[CH:11][CH:10]=[CH:9][CH:8]=1)=[O:4]. Product: [NH2:23][C@@H:14]([CH2:15][CH:16]1[CH2:21][CH2:20][C:19](=[O:22])[CH2:18][CH2:17]1)[CH2:13][N:2]([CH3:1])[C:3](=[O:4])[O:5][CH2:6][C:7]1[CH:8]=[CH:9][CH:10]=[CH:11][CH:12]=1. The catalyst class is: 137.